Dataset: Catalyst prediction with 721,799 reactions and 888 catalyst types from USPTO. Task: Predict which catalyst facilitates the given reaction. (1) Reactant: [F:1][C:2]1[CH:7]=[CH:6][C:5]([CH:8]([NH2:10])[CH3:9])=[CH:4][CH:3]=1.ClC[CH2:13][CH2:14][CH2:15][CH2:16][C:17](Cl)=[O:18].C(Cl)[Cl:21]. Product: [Cl:21][CH2:13][CH2:14][CH2:15][CH2:16][C:17]([NH:10][CH:8]([C:5]1[CH:6]=[CH:7][C:2]([F:1])=[CH:3][CH:4]=1)[CH3:9])=[O:18]. The catalyst class is: 17. (2) Reactant: [Cl:1][C:2]1[CH:7]=[CH:6][C:5]([C:8]2[CH:13]=[CH:12][N:11]=[C:10](SC)[N:9]=2)=[CH:4][CH:3]=1.O[O:17][S:18]([O-:20])=O.[K+].[CH3:22]O. Product: [Cl:1][C:2]1[CH:3]=[CH:4][C:5]([C:8]2[CH:13]=[CH:12][N:11]=[C:10]([S:18]([CH3:22])(=[O:20])=[O:17])[N:9]=2)=[CH:6][CH:7]=1. The catalyst class is: 6. (3) Reactant: [NH2:1][C:2]1[CH:10]=[C:9]([Cl:11])[CH:8]=[C:7]2[C:3]=1[CH2:4][O:5][C:6]2=[O:12].[CH:13](=O)[C:14]1[CH:19]=[CH:18][CH:17]=[CH:16][CH:15]=1.S([O-])([O-])(=O)=O.[Mg+2]. Product: [CH:13](=[N:1]/[C:2]1[CH:10]=[C:9]([Cl:11])[CH:8]=[C:7]2[C:3]=1[CH2:4][O:5][C:6]2=[O:12])\[C:14]1[CH:19]=[CH:18][CH:17]=[CH:16][CH:15]=1. The catalyst class is: 4. (4) Reactant: [C:1]([C:5]1[O:9][C:8]([C@@H:10]2[C@H:14]3[O:15][C:16]([CH3:19])([CH3:18])[O:17][C@H:13]3[C@H:12]([N:20]3[CH:28]=[N:27][C:26]4[C:21]3=[N:22][CH:23]=[N:24][C:25]=4Cl)[O:11]2)=[N:7][N:6]=1)([CH3:4])([CH3:3])[CH3:2].C([O-])([O-])=O.[Ca+2].C(O)(=O)C.[Cl:39][C:40]1[CH:46]=[CH:45][C:43]([NH2:44])=[C:42]([F:47])[CH:41]=1. Product: [C:1]([C:5]1[O:9][C:8]([C@@H:10]2[C@H:14]3[O:15][C:16]([CH3:18])([CH3:19])[O:17][C@H:13]3[CH:12]([N:20]3[CH:28]=[N:27][C:26]4[C:21]3=[N:22][CH:23]=[N:24][C:25]=4[NH:44][C:43]3[CH:45]=[CH:46][C:40]([Cl:39])=[CH:41][C:42]=3[F:47])[O:11]2)=[N:7][N:6]=1)([CH3:3])([CH3:2])[CH3:4]. The catalyst class is: 11. (5) Reactant: COC1C=CC(P2(SP(C3C=CC(OC)=CC=3)(=S)S2)=[S:10])=CC=1.[CH2:23]([C@:25]1([CH3:45])[O:29][C:28](=O)[C:27]([O:31][CH:32]([CH3:34])[CH3:33])=[C:26]1[C:35]1[CH:40]=[CH:39][C:38]([S:41]([CH3:44])(=[O:43])=[O:42])=[CH:37][CH:36]=1)[CH3:24]. Product: [CH2:23]([C@:25]1([CH3:45])[O:29][C:28](=[S:10])[C:27]([O:31][CH:32]([CH3:34])[CH3:33])=[C:26]1[C:35]1[CH:40]=[CH:39][C:38]([S:41]([CH3:44])(=[O:43])=[O:42])=[CH:37][CH:36]=1)[CH3:24]. The catalyst class is: 11. (6) Reactant: [C:1]1([CH3:36])[CH:6]=[CH:5][CH:4]=[CH:3][C:2]=1[NH:7][C:8]1[O:9][C:10]2[CH:16]=[C:15]([CH2:17][C:18]([NH:20][C:21]3[CH:22]=[C:23]4[C:27](=[CH:28][CH:29]=3)[CH:26]([CH2:30][C:31]([O:33]CC)=[O:32])[CH2:25][CH2:24]4)=[O:19])[CH:14]=[CH:13][C:11]=2[N:12]=1.[OH-].[Na+]. Product: [C:1]1([CH3:36])[CH:6]=[CH:5][CH:4]=[CH:3][C:2]=1[NH:7][C:8]1[O:9][C:10]2[CH:16]=[C:15]([CH2:17][C:18]([NH:20][C:21]3[CH:22]=[C:23]4[C:27](=[CH:28][CH:29]=3)[CH:26]([CH2:30][C:31]([OH:33])=[O:32])[CH2:25][CH2:24]4)=[O:19])[CH:14]=[CH:13][C:11]=2[N:12]=1. The catalyst class is: 8. (7) Reactant: C([O:4][C:5]1[CH:6]=[C:7]2[C:12](=[CH:13][C:14]=1[O:15][CH3:16])[N:11]=[C:10]([C:17]1[CH:22]=[CH:21][CH:20]=[C:19]([N+:23]([O-:25])=[O:24])[CH:18]=1)[N:9]=[C:8]2[NH:26][C:27]1[CH:28]=[C:29]2[C:33](=[CH:34][CH:35]=1)[N:32]([C:36]([O:38][C:39]([CH3:42])([CH3:41])[CH3:40])=[O:37])[N:31]=[CH:30]2)(=O)C.[NH4+].[OH-]. Product: [OH:4][C:5]1[CH:6]=[C:7]2[C:12](=[CH:13][C:14]=1[O:15][CH3:16])[N:11]=[C:10]([C:17]1[CH:22]=[CH:21][CH:20]=[C:19]([N+:23]([O-:25])=[O:24])[CH:18]=1)[N:9]=[C:8]2[NH:26][C:27]1[CH:28]=[C:29]2[C:33](=[CH:34][CH:35]=1)[N:32]([C:36]([O:38][C:39]([CH3:42])([CH3:41])[CH3:40])=[O:37])[N:31]=[CH:30]2. The catalyst class is: 5. (8) Reactant: [Cl:1][C:2]1[CH:7]=[CH:6][CH:5]=[CH:4][C:3]=1[C:8]1[C:15]2[S:14][C:13]([NH2:16])=[N:12][C:11]=2[NH:10][N:9]=1.[C:17]([O:20][C@@H:21]([CH3:25])[C:22](Cl)=[O:23])(=[O:19])[CH3:18].C(O)C(N)(CO)CO. Product: [Cl:1][C:2]1[CH:7]=[CH:6][CH:5]=[CH:4][C:3]=1[C:8]1[C:15]2[S:14][C:13]([NH:16][C:22]([C@@H:21]([O:20][C:17](=[O:19])[CH3:18])[CH3:25])=[O:23])=[N:12][C:11]=2[NH:10][N:9]=1. The catalyst class is: 251. (9) Reactant: [NH2:1][C:2]1[N:32]=[CH:31][CH:30]=[CH:29][C:3]=1[C:4]([C:6]1[C:15]2[C:10](=[CH:11][CH:12]=[CH:13][CH:14]=2)[CH:9]=[C:8]([N:16]2[CH2:21][CH2:20][N:19](C(OC(C)(C)C)=O)[CH2:18][CH2:17]2)[N:7]=1)=[O:5].[F:33][C:34]([F:39])([F:38])[C:35]([OH:37])=[O:36]. Product: [F:33][C:34]([F:39])([F:38])[C:35]([OH:37])=[O:36].[F:33][C:34]([F:39])([F:38])[C:35]([OH:37])=[O:36].[NH2:1][C:2]1[C:3]([C:4]([C:6]2[C:15]3[C:10](=[CH:11][CH:12]=[CH:13][CH:14]=3)[CH:9]=[C:8]([N:16]3[CH2:21][CH2:20][NH:19][CH2:18][CH2:17]3)[N:7]=2)=[O:5])=[CH:29][CH:30]=[CH:31][N:32]=1. The catalyst class is: 4.